This data is from Catalyst prediction with 721,799 reactions and 888 catalyst types from USPTO. The task is: Predict which catalyst facilitates the given reaction. (1) Reactant: [OH:1][C@H:2]([C:6]1[CH:11]=[CH:10][CH:9]=[CH:8][C:7]=1[C@@H:12]([OH:16])[CH:13]([CH3:15])[CH3:14])[CH:3]([CH3:5])[CH3:4].N1C=CC=CC=1.[C:23]1([P:29](Cl)(Cl)=[O:30])[CH:28]=[CH:27][CH:26]=[CH:25][CH:24]=1.Cl. Product: [CH:3]([C@H:2]1[C:6]2[CH:11]=[CH:10][CH:9]=[CH:8][C:7]=2[C@H:12]([CH:13]([CH3:15])[CH3:14])[O:16][P:29](=[O:30])([C:23]2[CH:28]=[CH:27][CH:26]=[CH:25][CH:24]=2)[O:1]1)([CH3:5])[CH3:4]. The catalyst class is: 237. (2) Reactant: [NH2:1][C:2]1[C:7]([CH2:8][NH:9][C:10]2[N:15]=[CH:14][N:13]=[C:12]([O:16][C:17]3[CH:22]=[CH:21][C:20]([CH2:23][C:24]([O:26]C)=[O:25])=[CH:19][CH:18]=3)[CH:11]=2)=[CH:6][N:5]=[C:4]([CH3:28])[N:3]=1.O.[OH-].[Li+].Cl. Product: [NH2:1][C:2]1[C:7]([CH2:8][NH:9][C:10]2[N:15]=[CH:14][N:13]=[C:12]([O:16][C:17]3[CH:22]=[CH:21][C:20]([CH2:23][C:24]([OH:26])=[O:25])=[CH:19][CH:18]=3)[CH:11]=2)=[CH:6][N:5]=[C:4]([CH3:28])[N:3]=1. The catalyst class is: 1. (3) Reactant: Br[C:2]1[C:3]([CH2:26][O:27][C:28]2[CH:33]=[CH:32][C:31]([Cl:34])=[C:30]([Cl:35])[CH:29]=2)=[CH:4][C:5]2[O:9][N:8]=[C:7]([N:10]([C:18]([O:20][C:21]([CH3:24])([CH3:23])[CH3:22])=[O:19])[C:11](=[O:17])[O:12][C:13]([CH3:16])([CH3:15])[CH3:14])[C:6]=2[CH:25]=1.[CH2:36](B(O)O)[CH2:37][CH3:38].[F-].[Cs+]. Product: [C:13]([O:12][C:11]([N:10]([C:7]1[C:6]2[CH:25]=[C:2]([CH2:36][CH2:37][CH3:38])[C:3]([CH2:26][O:27][C:28]3[CH:33]=[CH:32][C:31]([Cl:34])=[C:30]([Cl:35])[CH:29]=3)=[CH:4][C:5]=2[O:9][N:8]=1)[C:18](=[O:19])[O:20][C:21]([CH3:24])([CH3:23])[CH3:22])=[O:17])([CH3:16])([CH3:15])[CH3:14]. The catalyst class is: 117. (4) Reactant: [Cl:1][CH2:2][CH:3]=O.Cl[C:6]1[N:11]=[N:10][C:9]([NH2:12])=[CH:8][CH:7]=1.C([O-])(O)=O.[Na+].Cl. Product: [Cl:1][C:2]1[N:12]=[C:9]2[CH:8]=[CH:7][CH:6]=[N:11][N:10]2[CH:3]=1. The catalyst class is: 88. (5) Reactant: [H-].[Al+3].[Li+].[H-].[H-].[H-].C([O:9][C:10]([C:12]1[C:21]([Cl:22])=[C:15]2[C:16](=[O:20])[NH:17][CH2:18][CH2:19][N:14]2[N:13]=1)=O)C. Product: [Cl:22][C:21]1[C:12]([CH2:10][OH:9])=[N:13][N:14]2[CH2:19][CH2:18][NH:17][C:16](=[O:20])[C:15]=12. The catalyst class is: 49. (6) Reactant: [CH2:1]([O:8][C@H:9]1[C@H:14]([O:15][CH2:16][C:17]2[CH:22]=[CH:21][CH:20]=[CH:19][CH:18]=2)[C@@H:13]([O:23][CH2:24][C:25]2[CH:30]=[CH:29][CH:28]=[CH:27][CH:26]=2)[CH:12]([C:31]2[CH:36]=[CH:35][C:34]([Cl:37])=[C:33]([CH2:38]Br)[CH:32]=2)[O:11][C@@H:10]1[CH2:40][O:41][CH2:42][C:43]1[CH:48]=[CH:47][CH:46]=[CH:45][CH:44]=1)[C:2]1[CH:7]=[CH:6][CH:5]=[CH:4][CH:3]=1.[C-:49]#[N:50].[K+]. Product: [Cl:37][C:34]1[CH:35]=[CH:36][C:31]([CH:12]2[C@H:13]([O:23][CH2:24][C:25]3[CH:26]=[CH:27][CH:28]=[CH:29][CH:30]=3)[C@@H:14]([O:15][CH2:16][C:17]3[CH:22]=[CH:21][CH:20]=[CH:19][CH:18]=3)[C@H:9]([O:8][CH2:1][C:2]3[CH:3]=[CH:4][CH:5]=[CH:6][CH:7]=3)[C@@H:10]([CH2:40][O:41][CH2:42][C:43]3[CH:44]=[CH:45][CH:46]=[CH:47][CH:48]=3)[O:11]2)=[CH:32][C:33]=1[CH2:38][C:49]#[N:50]. The catalyst class is: 40. (7) Reactant: [C:1]([O:5][C:6](=[O:20])[CH2:7][CH2:8][S:9][CH2:10][C:11]1[CH:12]=[C:13]([CH:17]=[CH:18][CH:19]=1)[C:14]([OH:16])=O)([CH3:4])([CH3:3])[CH3:2].CCN=C=NCCCN(C)C.Cl.[F:33][C:34]([F:60])([F:59])[C:35]1[CH:36]=[C:37]([CH:56]=[CH:57][CH:58]=1)[CH2:38][NH:39][C:40](=[O:55])[C:41]1[CH:46]=[CH:45][N:44]=[C:43]([C:47]2[CH:52]=[C:51]([Cl:53])[CH:50]=[CH:49][C:48]=2[NH2:54])[CH:42]=1. Product: [F:60][C:34]([F:33])([F:59])[C:35]1[CH:36]=[C:37]([CH:56]=[CH:57][CH:58]=1)[CH2:38][NH:39][C:40]([C:41]1[CH:46]=[CH:45][N:44]=[C:43]([C:47]2[CH:52]=[C:51]([Cl:53])[CH:50]=[CH:49][C:48]=2[NH:54][C:14]([C:13]2[CH:12]=[C:11]([CH:19]=[CH:18][CH:17]=2)[CH2:10][S:9][CH2:8][CH2:7][C:6]([O:5][C:1]([CH3:2])([CH3:3])[CH3:4])=[O:20])=[O:16])[CH:42]=1)=[O:55]. The catalyst class is: 112. (8) Reactant: [N:1]([C@@H:4]1[CH2:8][N:7]([C:9]([O:11][C:12]([CH3:15])([CH3:14])[CH3:13])=[O:10])[C@H:6]([CH2:16][CH3:17])[CH2:5]1)=[N+]=[N-].[CH:18]1([S:21](Cl)(=[O:23])=[O:22])[CH2:20][CH2:19]1. Product: [CH:18]1([S:21]([NH:1][C@@H:4]2[CH2:8][N:7]([C:9]([O:11][C:12]([CH3:15])([CH3:14])[CH3:13])=[O:10])[C@H:6]([CH2:16][CH3:17])[CH2:5]2)(=[O:23])=[O:22])[CH2:20][CH2:19]1. The catalyst class is: 320.